Dataset: Forward reaction prediction with 1.9M reactions from USPTO patents (1976-2016). Task: Predict the product of the given reaction. (1) Given the reactants [C:1]([NH:9][C:10]1[CH:15]=[CH:14][C:13]([C:16]2[CH:24]=[C:23]3[C:19]([CH2:20][N:21]([C@@H:26]([CH:31]([CH3:33])[CH3:32])[C:27]([O:29][CH3:30])=[O:28])[C:22]3=[O:25])=[CH:18][CH:17]=2)=[CH:12][CH:11]=1)(=[O:8])[C:2]1[CH:7]=[CH:6][CH:5]=[CH:4][CH:3]=1.NC1C=CC(C2C=C3C(CN([C@@H](C(C)C)C(OC)=O)C3=O)=CC=2)=CC=1.[F:59]C1C=C(C=CC=1)C(Cl)=O, predict the reaction product. The product is: [F:59][C:6]1[CH:7]=[C:2]([CH:3]=[CH:4][CH:5]=1)[C:1]([NH:9][C:10]1[CH:11]=[CH:12][C:13]([C:16]2[CH:24]=[C:23]3[C:19]([CH2:20][N:21]([C@@H:26]([CH:31]([CH3:33])[CH3:32])[C:27]([O:29][CH3:30])=[O:28])[C:22]3=[O:25])=[CH:18][CH:17]=2)=[CH:14][CH:15]=1)=[O:8]. (2) Given the reactants [C:1]([O:7][CH3:8])(=[O:6])[CH2:2][C:3]([CH3:5])=[O:4].[CH2:9]([C:12]1[CH:21]=[CH:20][CH:19]=[C:18]2[C:13]=1[CH:14]=[CH:15][CH:16]=[N+:17]2[O-])[CH:10]=[CH2:11], predict the reaction product. The product is: [O:4]=[C:3]([CH3:5])[CH:2]([C:16]1[CH:15]=[CH:14][C:13]2[C:18](=[CH:19][CH:20]=[CH:21][C:12]=2[CH2:9][CH:10]=[CH2:11])[N:17]=1)[C:1]([O:7][CH3:8])=[O:6]. (3) Given the reactants [CH3:1][O:2][C:3](=[O:16])[C:4](=[N:14]O)[C:5]([C:7]1[CH:12]=[CH:11][C:10]([F:13])=[CH:9][CH:8]=1)=[O:6].[ClH:17], predict the reaction product. The product is: [ClH:17].[CH3:1][O:2][C:3](=[O:16])[CH:4]([NH2:14])[C:5]([C:7]1[CH:12]=[CH:11][C:10]([F:13])=[CH:9][CH:8]=1)=[O:6]. (4) Given the reactants [Br:1][C:2]1[CH:3]=[C:4]2[C:9](=[CH:10][CH:11]=1)[N:8]([C:12](=[O:14])[CH3:13])[C@@H:7]([CH3:15])[CH2:6][N:5]2S(C1C=CC(C)=CC=1)(=O)=O.S(=O)(=O)(O)O.[OH-].[Na+], predict the reaction product. The product is: [Br:1][C:2]1[CH:3]=[C:4]2[C:9](=[CH:10][CH:11]=1)[N:8]([C:12](=[O:14])[CH3:13])[C@@H:7]([CH3:15])[CH2:6][NH:5]2. (5) The product is: [CH:21]([C:17]1[CH:16]=[C:15]([NH:14][C:5]2[C:4]3[C:9](=[CH:10][N:11]=[C:2]([NH:33][CH2:32][C:29]4[CH:30]=[CH:31][C:26]([O:25][CH3:24])=[CH:27][CH:28]=4)[CH:3]=3)[N:8]=[CH:7][C:6]=2[C:12]#[N:13])[CH:20]=[CH:19][CH:18]=1)([CH3:23])[CH3:22]. Given the reactants F[C:2]1[CH:3]=[C:4]2[C:9](=[CH:10][N:11]=1)[N:8]=[CH:7][C:6]([C:12]#[N:13])=[C:5]2[NH:14][C:15]1[CH:20]=[CH:19][CH:18]=[C:17]([CH:21]([CH3:23])[CH3:22])[CH:16]=1.[CH3:24][O:25][C:26]1[CH:31]=[CH:30][C:29]([CH2:32][NH2:33])=[CH:28][CH:27]=1, predict the reaction product. (6) The product is: [Cl:34][C:15]1[CH:16]=[C:17]([F:33])[C:18]([N:20]2[C:25](=[O:26])[CH:24]=[C:23]([C:27]([F:30])([F:29])[F:28])[N:22]([CH3:31])[C:21]2=[O:32])=[CH:19][C:14]=1[C:13](=[N:12][N:11]=[C:6]([CH3:5])[C:7]([CH3:8])([CH3:9])[CH3:10])[O:35][C:1](=[O:3])[CH3:2]. Given the reactants [C:1](Cl)(=[O:3])[CH3:2].[CH3:5][C:6](=[N:11][NH:12][C:13](=[O:35])[C:14]1[CH:19]=[C:18]([N:20]2[C:25](=[O:26])[CH:24]=[C:23]([C:27]([F:30])([F:29])[F:28])[N:22]([CH3:31])[C:21]2=[O:32])[C:17]([F:33])=[CH:16][C:15]=1[Cl:34])[C:7]([CH3:10])([CH3:9])[CH3:8].C(N(CC)CC)C, predict the reaction product.